This data is from Full USPTO retrosynthesis dataset with 1.9M reactions from patents (1976-2016). The task is: Predict the reactants needed to synthesize the given product. (1) The reactants are: [CH:1]([C:3]1[S:7][C:6]([C:8]2[C:9]([NH:17][C:18]3[C:19]([CH3:27])=[C:20]4[C:24](=[CH:25][CH:26]=3)[NH:23][CH:22]=[CH:21]4)=[C:10]([C:15]#[N:16])[CH:11]=[N:12][C:13]=2[CH3:14])=[CH:5][CH:4]=1)=O.[CH3:28][N:29]1[CH2:34][CH2:33][NH:32][CH2:31][CH2:30]1.C(#N)C. Given the product [CH3:14][C:13]1[N:12]=[CH:11][C:10]([C:15]#[N:16])=[C:9]([NH:17][C:18]2[C:19]([CH3:27])=[C:20]3[C:24](=[CH:25][CH:26]=2)[NH:23][CH:22]=[CH:21]3)[C:8]=1[C:6]1[S:7][C:3]([CH2:1][N:32]2[CH2:33][CH2:34][N:29]([CH3:28])[CH2:30][CH2:31]2)=[CH:4][CH:5]=1, predict the reactants needed to synthesize it. (2) Given the product [NH2:21][C:11]1[S:12][CH2:13][C@@H:14]2[CH2:15][C@H:16]([CH2:19][F:20])[O:17][CH2:18][C@:9]2([C:7]2[C:6]([F:30])=[CH:5][C:4]([F:31])=[C:3]([CH:8]=2)[C:1]#[N:2])[N:10]=1, predict the reactants needed to synthesize it. The reactants are: [C:1]([C:3]1[C:4]([F:31])=[CH:5][C:6]([F:30])=[C:7]([C@:9]23[CH2:18][O:17][C@@H:16]([CH2:19][F:20])[CH2:15][C@H:14]2[CH2:13][S:12][C:11]([NH:21]C(=O)C2C=CC=CC=2)=[N:10]3)[CH:8]=1)#[N:2].NC1SC[C@@H]2C[C@H](COCC3C=CC=CC=3)OC[C@]2(C2C(F)=CC(F)=C(C=2)C#N)N=1. (3) Given the product [O:38]1[C:37]2[CH:36]=[CH:35][C:33]([NH:34][CH2:2][C:3]3[CH:8]=[CH:7][C:6]([C:9]4[C:10]([NH:15][S:16]([C:19]5[CH:24]=[CH:23][CH:22]=[CH:21][C:20]=5[C:25]([F:28])([F:27])[F:26])(=[O:18])=[O:17])=[N:11][CH:12]=[CH:13][N:14]=4)=[CH:5][CH:4]=3)=[CH:32][C:31]=2[O:30][CH2:29]1, predict the reactants needed to synthesize it. The reactants are: Cl[CH2:2][C:3]1[CH:8]=[CH:7][C:6]([C:9]2[C:10]([NH:15][S:16]([C:19]3[CH:24]=[CH:23][CH:22]=[CH:21][C:20]=3[C:25]([F:28])([F:27])[F:26])(=[O:18])=[O:17])=[N:11][CH:12]=[CH:13][N:14]=2)=[CH:5][CH:4]=1.[CH2:29]1[O:38][C:37]2[CH:36]=[CH:35][C:33]([NH2:34])=[CH:32][C:31]=2[O:30]1. (4) Given the product [CH3:10][CH2:9][N:8]([CH:27]([CH3:29])[CH3:26])[CH:16]([CH3:17])[CH3:15], predict the reactants needed to synthesize it. The reactants are: S(O)(O)(=O)=O.NC(=N)[NH:8][CH2:9][CH2:10]CCN.[C:15](Cl)(=O)[CH:16]=[CH2:17].C([O-])([O-])=O.[K+].[K+].[CH3:26][C:27]([CH3:29])=O.